From a dataset of Forward reaction prediction with 1.9M reactions from USPTO patents (1976-2016). Predict the product of the given reaction. (1) Given the reactants [Cl:1][C:2]1[N:3]=[C:4]([N:22]2[CH2:27][CH2:26][O:25][CH2:24][CH2:23]2)[C:5]2[S:10][C:9]([CH2:11][N:12]([CH:17]3[CH2:21][CH2:20][NH:19][CH2:18]3)[S:13]([CH3:16])(=[O:15])=[O:14])=[CH:8][C:6]=2[N:7]=1.[CH:28](O)=O.C=O, predict the reaction product. The product is: [Cl:1][C:2]1[N:3]=[C:4]([N:22]2[CH2:27][CH2:26][O:25][CH2:24][CH2:23]2)[C:5]2[S:10][C:9]([CH2:11][N:12]([CH:17]3[CH2:21][CH2:20][N:19]([CH3:28])[CH2:18]3)[S:13]([CH3:16])(=[O:14])=[O:15])=[CH:8][C:6]=2[N:7]=1. (2) Given the reactants Cl[CH2:2][CH2:3][CH2:4][S:5]([N:8]1[CH2:13][CH2:12][CH:11]([C:14]2[C:22]3[C:17](=[C:18]([C:29]([NH2:31])=[O:30])[CH:19]=[C:20]([C:23]4[CH:28]=[CH:27][CH:26]=[CH:25][CH:24]=4)[CH:21]=3)[NH:16][CH:15]=2)[CH2:10][CH2:9]1)(=[O:7])=[O:6].[CH3:32][C:33]1[CH:38]=[CH:37][C:36]([OH:39])=[CH:35][CH:34]=1.C([O-])([O-])=O.[K+].[K+].[I-].[Na+], predict the reaction product. The product is: [CH3:32][C:33]1[CH:38]=[CH:37][C:36]([O:39][CH2:2][CH2:3][CH2:4][S:5]([N:8]2[CH2:13][CH2:12][CH:11]([C:14]3[C:22]4[C:17](=[C:18]([C:29]([NH2:31])=[O:30])[CH:19]=[C:20]([C:23]5[CH:28]=[CH:27][CH:26]=[CH:25][CH:24]=5)[CH:21]=4)[NH:16][CH:15]=3)[CH2:10][CH2:9]2)(=[O:7])=[O:6])=[CH:35][CH:34]=1. (3) Given the reactants Cl.CN(C)CCCN=C=NCC.ON1C2C=CC=CC=2N=N1.C(N(CC)C(C)C)(C)C.[NH:32]1[C:36]2=[N:37][CH:38]=[CH:39][C:40]([C:41]#[C:42][C:43]3[CH:48]=[CH:47][CH:46]=[CH:45][C:44]=3[CH2:49][C:50]([OH:52])=O)=[C:35]2[CH:34]=[CH:33]1.[C:53]([NH2:57])([CH3:56])([CH3:55])[CH3:54], predict the reaction product. The product is: [C:53]([NH:57][C:50](=[O:52])[CH2:49][C:44]1[CH:45]=[CH:46][CH:47]=[CH:48][C:43]=1[C:42]#[C:41][C:40]1[CH:39]=[CH:38][N:37]=[C:36]2[NH:32][CH:33]=[CH:34][C:35]=12)([CH3:56])([CH3:55])[CH3:54]. (4) Given the reactants [NH2:1][C:2]1[CH:11]=[CH:10][C:5]2[N:6]=[C:7]([SH:9])[S:8][C:4]=2[CH:3]=1.C[O:13][C:14](=O)[CH2:15][N:16]=[C:17]=[S:18], predict the reaction product. The product is: [SH:9][C:7]1[S:8][C:4]2[CH:3]=[C:2]([N:1]3[C:14](=[O:13])[CH2:15][NH:16][C:17]3=[S:18])[CH:11]=[CH:10][C:5]=2[N:6]=1. (5) Given the reactants [CH:1]1([N:6]2[CH2:12][CH:11]([CH3:13])[C:10](=[O:14])[N:9]([CH3:15])[C:8]3[CH:16]=[N:17][C:18]([NH:20][C:21]4[CH:29]=[CH:28][C:24]([C:25]([OH:27])=O)=[CH:23][C:22]=4[O:30][CH3:31])=[N:19][C:7]2=3)[CH2:5][CH2:4][CH2:3][CH2:2]1.F[P-](F)(F)(F)(F)F.CN(C(N(C)C)=[N+]1C2C(=NC=CC=2)[N+]([O-])=N1)C.C(N(C(C)C)C(C)C)C.[NH2:65][CH:66]1[CH2:71][CH2:70][N:69]([CH3:72])[CH2:68][CH2:67]1, predict the reaction product. The product is: [CH:1]1([N:6]2[CH2:12][CH:11]([CH3:13])[C:10](=[O:14])[N:9]([CH3:15])[C:8]3[CH:16]=[N:17][C:18]([NH:20][C:21]4[CH:29]=[CH:28][C:24]([C:25]([NH:65][CH:66]5[CH2:71][CH2:70][N:69]([CH3:72])[CH2:68][CH2:67]5)=[O:27])=[CH:23][C:22]=4[O:30][CH3:31])=[N:19][C:7]2=3)[CH2:5][CH2:4][CH2:3][CH2:2]1.